This data is from Full USPTO retrosynthesis dataset with 1.9M reactions from patents (1976-2016). The task is: Predict the reactants needed to synthesize the given product. (1) Given the product [CH3:17][O:16][C:14]1[CH:13]=[C:12]([CH2:18][OH:19])[CH:11]=[C:10]([N:9]=[CH:1][C:2]2[CH:3]=[N:4][CH:5]=[CH:6][CH:7]=2)[CH:15]=1, predict the reactants needed to synthesize it. The reactants are: [CH:1](=O)[C:2]1[CH:7]=[CH:6][CH:5]=[N:4][CH:3]=1.[NH2:9][C:10]1[CH:11]=[C:12]([CH2:18][OH:19])[CH:13]=[C:14]([O:16][CH3:17])[CH:15]=1. (2) Given the product [F:42][C:40]([F:43])([F:41])[C:38]1[CH:37]=[C:5]([CH:4]=[C:3]([C:2]([F:1])([F:44])[F:45])[CH:39]=1)[CH2:6][N:7]([CH2:15][C:16]1[CH:21]=[C:20]([C:22]([F:25])([F:24])[F:23])[CH:19]=[CH:18][C:17]=1[C:26]1[CH:31]=[C:30]([CH:32]([CH3:33])[CH3:34])[CH:29]=[CH:28][C:27]=1[O:35][CH3:36])[C:8]1[N:13]=[CH:12][C:11]([O:14][CH2:49][CH2:50][CH2:51][C:52]([O:54][CH2:55][CH3:56])=[O:53])=[CH:10][CH:9]=1, predict the reactants needed to synthesize it. The reactants are: [F:1][C:2]([F:45])([F:44])[C:3]1[CH:4]=[C:5]([CH:37]=[C:38]([C:40]([F:43])([F:42])[F:41])[CH:39]=1)[CH2:6][N:7]([CH2:15][C:16]1[CH:21]=[C:20]([C:22]([F:25])([F:24])[F:23])[CH:19]=[CH:18][C:17]=1[C:26]1[CH:31]=[C:30]([CH:32]([CH3:34])[CH3:33])[CH:29]=[CH:28][C:27]=1[O:35][CH3:36])[C:8]1[N:13]=[CH:12][C:11]([OH:14])=[CH:10][CH:9]=1.[H-].[Na+].Br[CH2:49][CH2:50][CH2:51][C:52]([O:54][CH2:55][CH3:56])=[O:53].O.